The task is: Regression. Given a peptide amino acid sequence and an MHC pseudo amino acid sequence, predict their binding affinity value. This is MHC class II binding data.. This data is from Peptide-MHC class II binding affinity with 134,281 pairs from IEDB. (1) The peptide sequence is RGKMDVSGVQAPVGA. The MHC is HLA-DQA10301-DQB10302 with pseudo-sequence HLA-DQA10301-DQB10302. The binding affinity (normalized) is 0.346. (2) The MHC is DRB5_0101 with pseudo-sequence DRB5_0101. The peptide sequence is SVEESEMFMPRSIGG. The binding affinity (normalized) is 0.